Dataset: Catalyst prediction with 721,799 reactions and 888 catalyst types from USPTO. Task: Predict which catalyst facilitates the given reaction. (1) Reactant: [F:1][C:2]1[CH:7]=[CH:6][C:5]([N:8]2[C:11](=[O:12])[C@H:10]([S:13][CH2:14][C:15]([C:17]3[CH:22]=[CH:21][C:20]([F:23])=[CH:19][CH:18]=3)=[O:16])[C@H:9]2[C:24]2[CH:38]=[CH:37][C:27]([O:28][CH2:29][C:30]([NH:32][CH2:33][C:34](O)=[O:35])=[O:31])=[CH:26][CH:25]=2)=[CH:4][CH:3]=1.CN1CCOCC1.CN(C(ON1N=NC2C=CC=CC1=2)=[N+](C)C)C.[B-](F)(F)(F)F.[CH:68]1([CH2:73][C@H:74]([C:76]([OH:78])=[O:77])[NH2:75])[CH2:72][CH2:71][CH2:70][CH2:69]1.[BH4-].[Na+]. Product: [F:1][C:2]1[CH:3]=[CH:4][C:5]([N:8]2[C:11](=[O:12])[C@H:10]([S:13][CH2:14][CH:15]([C:17]3[CH:18]=[CH:19][C:20]([F:23])=[CH:21][CH:22]=3)[OH:16])[C@H:9]2[C:24]2[CH:25]=[CH:26][C:27]([O:28][CH2:29][C:30]([NH:32][CH2:33][C:34]([NH:75][C@@H:74]([C:76]([OH:78])=[O:77])[CH2:73][CH:68]3[CH2:69][CH2:70][CH2:71][CH2:72]3)=[O:35])=[O:31])=[CH:37][CH:38]=2)=[CH:6][CH:7]=1. The catalyst class is: 656. (2) The catalyst class is: 4. Product: [CH3:30][C:10]1[CH:15]=[CH:14][C:13]([S:16]([O:7][C:3](=[CH:4][C:5]#[N:6])[C:2]([F:9])([F:8])[F:1])(=[O:18])=[O:17])=[CH:12][CH:11]=1. Reactant: [F:1][C:2]([F:9])([F:8])[C:3](=[O:7])[CH2:4][C:5]#[N:6].[C:10]1([CH3:30])[CH:15]=[CH:14][C:13]([S:16](O[S:16]([C:13]2[CH:14]=[CH:15][C:10]([CH3:30])=[CH:11][CH:12]=2)(=[O:18])=[O:17])(=[O:18])=[O:17])=[CH:12][CH:11]=1.C(N(CC)CC)C. (3) The catalyst class is: 3. Reactant: [F:1][C:2]1[CH:10]=[C:9]2[C:5]([C:6]([C:11]([O:13]C)=[O:12])=[N:7][NH:8]2)=[CH:4][CH:3]=1.[CH3:15][C:16]1([CH3:19])[CH2:18][O:17]1.C([O-])([O-])=O.[Cs+].[Cs+]. Product: [F:1][C:2]1[CH:10]=[C:9]2[C:5]([C:6]([C:11]([OH:13])=[O:12])=[N:7][N:8]2[CH2:15][C:16]([OH:17])([CH3:19])[CH3:18])=[CH:4][CH:3]=1. (4) Reactant: [F:1][C:2]1([F:15])[CH2:7][CH2:6][CH:5]([CH:8]([CH3:14])[C:9]([O:11][CH2:12][CH3:13])=[O:10])[CH2:4][CH2:3]1.[Li+].[CH3:17]C([N-]C(C)C)C.CI. Product: [F:1][C:2]1([F:15])[CH2:3][CH2:4][CH:5]([C:8]([CH3:17])([CH3:14])[C:9]([O:11][CH2:12][CH3:13])=[O:10])[CH2:6][CH2:7]1. The catalyst class is: 1.